From a dataset of Full USPTO retrosynthesis dataset with 1.9M reactions from patents (1976-2016). Predict the reactants needed to synthesize the given product. (1) Given the product [CH:14]([C:11]1[CH:12]=[CH:13][C:8]([C:7]([C:6]2[CH:5]([C:18]3[CH:23]=[CH:22][C:21]([O:24][C:25]([F:27])([F:28])[F:26])=[CH:20][CH:19]=3)[N:4]([C:29]3[N:30]=[N:31][C:32]([CH3:35])=[CH:33][CH:34]=3)[C:3](=[O:36])[C:2]=2[O:1][C:37](=[O:39])[CH3:38])=[O:17])=[CH:9][CH:10]=1)([CH3:16])[CH3:15], predict the reactants needed to synthesize it. The reactants are: [OH:1][C:2]1[C:3](=[O:36])[N:4]([C:29]2[N:30]=[N:31][C:32]([CH3:35])=[CH:33][CH:34]=2)[CH:5]([C:18]2[CH:23]=[CH:22][C:21]([O:24][C:25]([F:28])([F:27])[F:26])=[CH:20][CH:19]=2)[C:6]=1[C:7](=[O:17])[C:8]1[CH:13]=[CH:12][C:11]([CH:14]([CH3:16])[CH3:15])=[CH:10][CH:9]=1.[C:37](OC(=O)C)(=[O:39])[CH3:38]. (2) Given the product [CH:1]1([N:7]2[CH2:13][C:12]([F:14])([F:15])[C:11](=[O:16])[N:10]([CH3:17])[C:9]3[CH:18]=[N:19][C:20]([NH:22][C:23]4[CH:31]=[CH:30][C:26]([C:27]([NH:58][C@@H:59]5[CH2:64][CH2:63][CH2:62][CH2:61][C@H:60]5[OH:65])=[O:29])=[CH:25][C:24]=4[O:32][CH3:33])=[N:21][C:8]2=3)[CH2:6][CH2:5][CH2:4][CH2:3][CH2:2]1, predict the reactants needed to synthesize it. The reactants are: [CH:1]1([N:7]2[CH2:13][C:12]([F:15])([F:14])[C:11](=[O:16])[N:10]([CH3:17])[C:9]3[CH:18]=[N:19][C:20]([NH:22][C:23]4[CH:31]=[CH:30][C:26]([C:27]([OH:29])=O)=[CH:25][C:24]=4[O:32][CH3:33])=[N:21][C:8]2=3)[CH2:6][CH2:5][CH2:4][CH2:3][CH2:2]1.CN(C(ON1N=NC2C=CC=NC1=2)=[N+](C)C)C.F[P-](F)(F)(F)(F)F.[NH2:58][C@@H:59]1[CH2:64][CH2:63][CH2:62][CH2:61][C@H:60]1[OH:65]. (3) Given the product [Br:32][CH2:9][CH2:8][CH:5]1[CH2:6][O:7][C:2]([CH3:11])([CH3:1])[O:3][CH2:4]1, predict the reactants needed to synthesize it. The reactants are: [CH3:1][C:2]1([CH3:11])[O:7][CH2:6][CH:5]([CH2:8][CH2:9]O)[CH2:4][O:3]1.C1(P(C2C=CC=CC=2)C2C=CC=CC=2)C=CC=CC=1.C(Br)(Br)(Br)[Br:32].C([O-])(O)=O.[Na+]. (4) The reactants are: [F:1][C:2]1[CH:10]=[C:9]2[C:5]([C:6]([C:20]3[CH:21]=[C:22]([NH2:27])[C:23]([NH2:26])=[CH:24][CH:25]=3)=[CH:7][N:8]2[S:11]([C:14]2[CH:19]=[CH:18][CH:17]=[CH:16][CH:15]=2)(=[O:13])=[O:12])=[CH:4][CH:3]=1.C1C[O:31][CH2:30]C1. Given the product [C:14]1([S:11]([N:8]2[C:9]3[C:5](=[CH:4][CH:3]=[C:2]([F:1])[CH:10]=3)[C:6]([C:20]3[CH:25]=[CH:24][C:23]4[NH:26][C:30](=[O:31])[NH:27][C:22]=4[CH:21]=3)=[CH:7]2)(=[O:13])=[O:12])[CH:15]=[CH:16][CH:17]=[CH:18][CH:19]=1, predict the reactants needed to synthesize it. (5) Given the product [Cl:1][C:2]1[C:10]([Cl:11])=[CH:9][CH:8]=[CH:7][C:3]=1[C:4]([NH:21][CH2:20][CH:19]([C:16]1[CH:17]=[N:18][C:13]([CH3:12])=[N:14][CH:15]=1)[N:22]1[CH2:26][CH2:25][CH:24]([CH3:27])[CH2:23]1)=[O:6], predict the reactants needed to synthesize it. The reactants are: [Cl:1][C:2]1[C:10]([Cl:11])=[CH:9][CH:8]=[CH:7][C:3]=1[C:4]([OH:6])=O.[CH3:12][C:13]1[N:18]=[CH:17][C:16]([CH:19]([N:22]2[CH2:26][CH2:25][CH:24]([CH3:27])[CH2:23]2)[CH2:20][NH2:21])=[CH:15][N:14]=1. (6) Given the product [C:1]([O-:8])(=[O:7])[CH2:2][CH2:3][C:4]([O-:6])=[O:5].[C:56]1(=[O:61])[NH:55][C:59](=[O:60])[CH:58]=[CH:57]1, predict the reactants needed to synthesize it. The reactants are: [C:1]([O-:8])(=[O:7])[CH2:2][CH2:3][C:4]([O-:6])=[O:5].CCN(C(C)C)C(C)C.CN([P+](ON1N=NC2C=CC=CC1=2)(N(C)C)N(C)C)C.F[P-](F)(F)(F)(F)F.FC(F)(F)C(O)=O.NCC[N:55]1[C:59](=[O:60])[CH:58]=[CH:57][C:56]1=[O:61].